From a dataset of NCI-60 drug combinations with 297,098 pairs across 59 cell lines. Regression. Given two drug SMILES strings and cell line genomic features, predict the synergy score measuring deviation from expected non-interaction effect. (1) Drug 1: CN(CCCl)CCCl.Cl. Drug 2: C1C(C(OC1N2C=NC3=C2NC=NCC3O)CO)O. Cell line: LOX IMVI. Synergy scores: CSS=20.5, Synergy_ZIP=-7.89, Synergy_Bliss=-0.350, Synergy_Loewe=-5.32, Synergy_HSA=-0.369. (2) Drug 1: CC1C(C(CC(O1)OC2CC(CC3=C2C(=C4C(=C3O)C(=O)C5=CC=CC=C5C4=O)O)(C(=O)C)O)N)O. Drug 2: CC1C(C(CC(O1)OC2CC(CC3=C2C(=C4C(=C3O)C(=O)C5=C(C4=O)C(=CC=C5)OC)O)(C(=O)CO)O)N)O.Cl. Cell line: MCF7. Synergy scores: CSS=49.1, Synergy_ZIP=-8.26, Synergy_Bliss=-8.16, Synergy_Loewe=0.0769, Synergy_HSA=1.28. (3) Drug 1: CC(CN1CC(=O)NC(=O)C1)N2CC(=O)NC(=O)C2. Drug 2: CCCS(=O)(=O)NC1=C(C(=C(C=C1)F)C(=O)C2=CNC3=C2C=C(C=N3)C4=CC=C(C=C4)Cl)F. Cell line: HCC-2998. Synergy scores: CSS=-4.02, Synergy_ZIP=4.80, Synergy_Bliss=0.393, Synergy_Loewe=-11.2, Synergy_HSA=-10.9.